This data is from Full USPTO retrosynthesis dataset with 1.9M reactions from patents (1976-2016). The task is: Predict the reactants needed to synthesize the given product. (1) Given the product [CH3:8][O:9][CH2:10][CH2:11][N:12]1[CH:6]([C:2]2[S:1][CH:5]=[CH:4][CH:3]=2)[CH:14]([C:13]([NH:32][CH2:31][C:28]2[CH:29]=[CH:30][N:25]=[CH:26][CH:27]=2)=[O:24])[C:15]2[C:16](=[CH:20][CH:21]=[CH:22][CH:23]=2)[C:17]1=[O:19], predict the reactants needed to synthesize it. The reactants are: [S:1]1[CH:5]=[CH:4][CH:3]=[C:2]1[CH:6]=O.[CH3:8][O:9][CH2:10][CH2:11][NH2:12].[C:13]1(=[O:24])[O:19][C:17](=O)[C:16]2=[CH:20][CH:21]=[CH:22][CH:23]=[C:15]2[CH2:14]1.[N:25]1[CH:30]=[CH:29][C:28]([CH2:31][NH2:32])=[CH:27][CH:26]=1. (2) Given the product [Br:1][C:2]1[CH:3]=[CH:4][C:5]2[N:6]([N:10]=[CH:9][N:8]=2)[CH:7]=1, predict the reactants needed to synthesize it. The reactants are: [Br:1][C:2]1[CH:3]=[CH:4][C:5]([NH:8][CH:9]=[N:10]O)=[N:6][CH:7]=1.FC(F)(F)C(OC(=O)C(F)(F)F)=O. (3) Given the product [F:24][C:12]1[C:11]2[N:10]([C@@H:25]([CH:26]3[CH2:31][CH2:30][O:29][CH2:28][CH2:27]3)[C:32]3[CH:33]=[CH:34][CH:35]=[CH:36][CH:37]=3)[C:9]3[CH:8]=[C:7]([C:6]4[N:2]([CH3:1])[N:3]=[N:4][C:5]=4[CH3:38])[CH:19]=[N:18][C:17]=3[C:16]=2[CH:15]=[CH:14][C:13]=1[C:20]([F:45])([CH3:21])[CH3:22], predict the reactants needed to synthesize it. The reactants are: [CH3:1][N:2]1[C:6]([C:7]2[CH:19]=[N:18][C:17]3[C:16]4[CH:15]=[CH:14][C:13]([C:20](O)([CH3:22])[CH3:21])=[C:12]([F:24])[C:11]=4[N:10]([C@H:25]([C:32]4[CH:37]=[CH:36][CH:35]=[CH:34][CH:33]=4)[CH:26]4[CH2:31][CH2:30][O:29][CH2:28][CH2:27]4)[C:9]=3[CH:8]=2)=[C:5]([CH3:38])[N:4]=[N:3]1.C(N(S(F)(F)[F:45])CC)C.C([O-])(O)=O.[Na+]. (4) Given the product [I:1][C:3]1[N:8]=[C:7]([CH3:9])[CH:6]=[C:5]([C:10]2[CH:15]=[CH:14][C:13]([C:16]([F:19])([F:18])[F:17])=[CH:12][CH:11]=2)[N:4]=1, predict the reactants needed to synthesize it. The reactants are: [IH:1].Cl[C:3]1[N:8]=[C:7]([CH3:9])[CH:6]=[C:5]([C:10]2[CH:15]=[CH:14][C:13]([C:16]([F:19])([F:18])[F:17])=[CH:12][CH:11]=2)[N:4]=1. (5) Given the product [CH2:12]([N:6]1[CH2:5][C:4](=[N:3][O:2][CH3:1])[C:8]2([CH2:11][N:10]([CH3:21])[CH2:9]2)[CH2:7]1)[C:13]1[CH:18]=[CH:17][CH:16]=[CH:15][CH:14]=1, predict the reactants needed to synthesize it. The reactants are: [CH3:1][O:2][N:3]=[C:4]1[C:8]2([CH2:11][NH:10][CH2:9]2)[CH2:7][N:6]([CH2:12][C:13]2[CH:18]=[CH:17][CH:16]=[CH:15][CH:14]=2)[CH2:5]1.C=O.[C:21]([BH3-])#N.[Na+].C(=O)([O-])[O-].[K+].[K+]. (6) Given the product [N:23]1([NH:22][C:19]([C:9]2[N:10]([CH3:18])[C:11]([C:12]3[CH:13]=[CH:14][CH:15]=[CH:16][CH:17]=3)=[C:7]([C:1]3[CH:2]=[CH:3][CH:4]=[CH:5][CH:6]=3)[N:8]=2)=[O:20])[CH2:28][CH2:27][CH2:26][CH2:25][CH2:24]1, predict the reactants needed to synthesize it. The reactants are: [C:1]1([C:7]2[N:8]=[C:9]([C:19](O)=[O:20])[N:10]([CH3:18])[C:11]=2[C:12]2[CH:17]=[CH:16][CH:15]=[CH:14][CH:13]=2)[CH:6]=[CH:5][CH:4]=[CH:3][CH:2]=1.[NH2:22][N:23]1[CH2:28][CH2:27][CH2:26][CH2:25][CH2:24]1.N1CCCCC1.C1CN([P+](ON2N=NC3C=CC=CC2=3)(N2CCCC2)N2CCCC2)CC1.F[P-](F)(F)(F)(F)F.C(N(C(C)C)CC)(C)C.